This data is from NCI-60 drug combinations with 297,098 pairs across 59 cell lines. The task is: Regression. Given two drug SMILES strings and cell line genomic features, predict the synergy score measuring deviation from expected non-interaction effect. (1) Drug 1: C1CN1P(=S)(N2CC2)N3CC3. Drug 2: B(C(CC(C)C)NC(=O)C(CC1=CC=CC=C1)NC(=O)C2=NC=CN=C2)(O)O. Cell line: UACC-257. Synergy scores: CSS=26.1, Synergy_ZIP=-1.67, Synergy_Bliss=-2.76, Synergy_Loewe=-1.18, Synergy_HSA=-0.998. (2) Drug 2: C1CN(CCN1C(=O)CCBr)C(=O)CCBr. Drug 1: C1CN1C2=NC(=NC(=N2)N3CC3)N4CC4. Synergy scores: CSS=35.6, Synergy_ZIP=-14.3, Synergy_Bliss=-5.75, Synergy_Loewe=-25.3, Synergy_HSA=-1.76. Cell line: SF-268.